This data is from Full USPTO retrosynthesis dataset with 1.9M reactions from patents (1976-2016). The task is: Predict the reactants needed to synthesize the given product. (1) Given the product [NH2:1][C:2]1[CH:3]=[C:4]([CH:8]=[CH:9][C:10]=1[NH2:11])[C:5]([O:7][CH3:17])=[O:6], predict the reactants needed to synthesize it. The reactants are: [NH2:1][C:2]1[CH:3]=[C:4]([CH:8]=[CH:9][C:10]=1[NH2:11])[C:5]([OH:7])=[O:6].OS(O)(=O)=O.[CH3:17]O. (2) The reactants are: C(OC([N:8]1[CH2:13][CH:12]=[C:11]([C:14]2[C:18]3[CH:19]=[N:20][C:21]([NH2:35])=[C:22]([O:23][C@@H:24]([C:26]4[C:31]([Cl:32])=[CH:30][CH:29]=[C:28]([F:33])[C:27]=4[Cl:34])[CH3:25])[C:17]=3[O:16][CH:15]=2)[CH2:10][CH2:9]1)=O)(C)(C)C. Given the product [Cl:34][C:27]1[C:28]([F:33])=[CH:29][CH:30]=[C:31]([Cl:32])[C:26]=1[C@H:24]([O:23][C:22]1[C:17]2[O:16][CH:15]=[C:14]([C:11]3[CH2:12][CH2:13][NH:8][CH2:9][CH:10]=3)[C:18]=2[CH:19]=[N:20][C:21]=1[NH2:35])[CH3:25], predict the reactants needed to synthesize it. (3) Given the product [Cl:25][C:22]1[CH:21]=[CH:20][C:19]([C:18]([N:9]2[C:10]3[C:15](=[CH:14][C:13]([O:16][CH3:17])=[CH:12][CH:11]=3)[C:7]([CH2:6][C:5]([NH:4][CH2:3][CH2:2][NH:1][C:55](=[O:56])[C:54]3[CH:53]=[CH:52][C:51]([I:58])=[CH:50][CH:49]=3)=[O:28])=[C:8]2[CH3:27])=[O:26])=[CH:24][CH:23]=1, predict the reactants needed to synthesize it. The reactants are: [NH2:1][CH2:2][CH2:3][NH:4][C:5](=[O:28])[CH2:6][C:7]1[C:15]2[C:10](=[CH:11][CH:12]=[C:13]([O:16][CH3:17])[CH:14]=2)[N:9]([C:18](=[O:26])[C:19]2[CH:24]=[CH:23][C:22]([Cl:25])=[CH:21][CH:20]=2)[C:8]=1[CH3:27].CCN=C=NCCCN(C)C.CCN(C(C)C)C(C)C.[CH:49]1[C:54]([C:55](O)=[O:56])=[CH:53][CH:52]=[C:51]([I:58])[CH:50]=1.C1C=CC2N(O)N=NC=2C=1. (4) Given the product [Cl:1][C:2]1[N:6]2[C:7]([CH2:12][C:13]3[CH:18]=[CH:17][C:16]([F:19])=[C:15]([CH:14]=3)[C:20]([N:22]3[CH2:23][CH2:24][N:25]([C:37]([NH:36][C:32]4[CH:33]=[CH:34][CH:35]=[C:30]([F:29])[CH:31]=4)=[O:38])[CH2:26][CH2:27]3)=[O:21])=[CH:8][NH:9][C:10](=[O:11])[C:5]2=[CH:4][C:3]=1[Cl:28], predict the reactants needed to synthesize it. The reactants are: [Cl:1][C:2]1[N:6]2[C:7]([CH2:12][C:13]3[CH:18]=[CH:17][C:16]([F:19])=[C:15]([C:20]([N:22]4[CH2:27][CH2:26][NH:25][CH2:24][CH2:23]4)=[O:21])[CH:14]=3)=[CH:8][NH:9][C:10](=[O:11])[C:5]2=[CH:4][C:3]=1[Cl:28].[F:29][C:30]1[CH:35]=[CH:34][CH:33]=[C:32]([N:36]=[C:37]=[O:38])[CH:31]=1.